Dataset: Full USPTO retrosynthesis dataset with 1.9M reactions from patents (1976-2016). Task: Predict the reactants needed to synthesize the given product. (1) Given the product [C:9]([C:4]1[S:3][C:2]([NH:1][C:16]2[CH:21]=[CH:20][CH:19]=[CH:18][C:17]=2[N+:22]([O-:24])=[O:23])=[C:6]([C:7]#[N:8])[CH:5]=1)([CH3:12])([CH3:11])[CH3:10], predict the reactants needed to synthesize it. The reactants are: [NH2:1][C:2]1[S:3][C:4]([C:9]([CH3:12])([CH3:11])[CH3:10])=[CH:5][C:6]=1[C:7]#[N:8].[H-].[Na+].F[C:16]1[CH:21]=[CH:20][CH:19]=[CH:18][C:17]=1[N+:22]([O-:24])=[O:23].Cl. (2) The reactants are: Cl.[CH3:2][O:3][C:4]1[CH:5]=[C:6]([CH:11]=[CH:12][C:13]=1[C:14]1[O:18][C:17]([CH3:19])=[N:16][CH:15]=1)[C:7]([NH:9][NH2:10])=[O:8].ClCCCC([C:28]1[CH:33]=[CH:32][C:31]([Cl:34])=[CH:30][C:29]=1[F:35])C(O)=O.C(N([CH2:41][CH3:42])CC)C.P(C#N)(O[CH2:49][CH3:50])(OCC)=O.[C:53](Cl)(Cl)(Cl)[Cl:54].C1(P(C2C=CC=CC=2)C2C=CC=CC=2)C=CC=CC=1. Given the product [Cl:54][CH2:53][CH2:49][CH2:50][CH:41]([C:42]1[O:8][C:7]([C:6]2[CH:11]=[CH:12][C:13]([C:14]3[O:18][C:17]([CH3:19])=[N:16][CH:15]=3)=[C:4]([O:3][CH3:2])[CH:5]=2)=[N:9][N:10]=1)[C:32]1[CH:33]=[CH:28][C:29]([F:35])=[CH:30][C:31]=1[Cl:34], predict the reactants needed to synthesize it. (3) The reactants are: [Cl:1][C:2]1[CH:3]=[C:4]([CH2:8][C:9](O)=O)[CH:5]=[CH:6][CH:7]=1.[CH3:12][C:13]1[CH:18]=[CH:17][CH:16]=[CH:15][C:14]=1[NH:19][C:20](=[S:23])[NH:21][NH2:22]. Given the product [Cl:1][C:2]1[CH:3]=[C:4]([CH:5]=[CH:6][CH:7]=1)[CH2:8][C:9]1[N:19]([C:14]2[CH:15]=[CH:16][CH:17]=[CH:18][C:13]=2[CH3:12])[C:20](=[S:23])[NH:21][N:22]=1, predict the reactants needed to synthesize it.